From a dataset of Experimentally validated miRNA-target interactions with 360,000+ pairs, plus equal number of negative samples. Binary Classification. Given a miRNA mature sequence and a target amino acid sequence, predict their likelihood of interaction. (1) The miRNA is hsa-miR-7849-3p with sequence GACAAUUGUUGAUCUUGGGCCU. The protein sequence of the target gene is MSNSNTTQETLEIMKESEKKLVEESVNKNKFISKTPSKEDVEKEGEENGLRQETQRRTSSHGHARKRAKSNSKLKLVRSLAVCEESSTPFVDGPLDTQDIIQLHISCPSDKEEEKSTKDVSEKEDKDKSKEKVPRKMLSRDSSQEYTDSTGIDLHEFLVNTLKKNPRDRMMLLKLEQEILDFINDNNNQFKKFPQMTSYHRMLLHRVAAYFGMDHNVDQTGKAVIINKTSSTRIPEQRFSEHIKDEKNTEFQQRFILKRDDASMDRDDNQMRVPLQDGRRSKSIEEREEEYQRVRERIFA.... Result: 0 (no interaction). (2) The miRNA is hsa-miR-4779 with sequence UAGGAGGGAAUAGUAAAAGCAG. The protein sequence of the target gene is MSIEKIWAREILDSRGNPTVEVDLYTAKGLFRAAVPSGASTGIYEALELRDGDKQRYLGKGVLKAVDHINSTIAPALISSGLSVVEQEKLDNLMLELDGTENKSKFGANAILGVSLAVCKAGAAERELPLYRHIAQLAGNSDLILPVPAFNVINGGSHAGNKLAMQEFMILPVGAESFRDAMRLGAEVYHTLKGVIKDKYGKDATNVGDEGGFAPNILENSEALELVKEAIDKAGYTEKIVIGMDVAASEFYRDGKYDLDFKSPTDPSRYITGDQLGALYQDFVRDYPVVSIEDPFDQDD.... Result: 0 (no interaction). (3) The protein sequence of the target gene is MAFYSYNSVLAIARTRFPSHFVHPTCSSYSPSCAFLHLPDSHLNKTCMKNYESKKYSDPSQPGNTVLHPGTRLIQKLHTSTCWLQEVPGKPQLEQATKHPQVTSPQATKETGMEIKEGKQSYRQKIMDELKYYYNGFYLLWIDAKVAARMVWRLLHGQVLTRRERRRLLRTCVDFFRLVPFMVFLIVPFMEFLLPVFLKLFPEMLPSTFESESKKEEKQKKKMAVKLELAKFLQETMTEMARRNRAKMGDASTQLSSYVKQVQTGHKPSTKEIVRFSKLFEDQLALEHLDRPQLVALCKL.... Result: 0 (no interaction). The miRNA is hsa-miR-3144-3p with sequence AUAUACCUGUUCGGUCUCUUUA. (4) The miRNA is mmu-miR-501-3p with sequence AAUGCACCCGGGCAAGGAUUUG. The protein sequence of the target gene is MTRILTACKVVKTLKSGFGFANVTTKRQWDFSRPGIRLLSVKAKTAHIVLEDGTKMKGYSFGHPSSVAGEVVFNTGLGGYPEALTDPAYKGQILTMANPIIGNGGAPDTTARDELGLNKYMESDGIKVAGLLVLNYSNDYNHWLATKSLGQWLQEEKVPAIYGVDTRMLTKIIRDKGTMLGKIEFEGQSVDFVDPNKQNLIAEVSTKDVKVFGKGNPTKVVAVDCGIKNNVIRLLVKRGAEVHLVPWNHDFTQMEYDGLLIAGGPGNPALAQPLIQNVKKILESDRKEPLFGISTGNIIT.... Result: 1 (interaction). (5) The miRNA is hsa-miR-4744 with sequence UCUAAAGACUAGACUUCGCUAUG. The protein sequence of the target gene is MEVSGHPQARRCCPEALGKLFPGLCFLCFLVTYALVGAVVFSAIEDGQVLVAADDGEFEKFLEELCRILNCSETVVEDRKQDLQGHLQKVKPQWFNRTTHWSFLSSLFFCCTVFSTVGYGYIYPVTRLGKYLCMLYALFGIPLMFLVLTDTGDILATILSTSYNRFRKFPFFTRPLLSKWCPKSLFKKKPDPKPADEAVPQIIISAEELPGPKLGTCPSRPSCSMELFERSHALEKQNTLQLPPQAMERSNSCPELVLGRLSYSIISNLDEVGQQVERLDIPLPIIALIVFAYISCAAAI.... Result: 0 (no interaction). (6) The miRNA is mmu-miR-872-5p with sequence AAGGUUACUUGUUAGUUCAGG. The protein sequence of the target gene is MACILKRKPVLVVSFIALCILLLAMRLVNDATFPLLLNCFGQPKTKWIPLPYTFRQPLRTHYGYINVRTQEPLQLNCNHCAIVSNSGQMVGQKVGEEIDHASCIWRMNNAPTKGFEEDVGYMTMVRVVSHTSVPLLLKNPDYFFKEASRTIYVIWGPFRNMRKDGNGIVYNMLKKTVDAYPDAQIYVTTEQQMTHCDRVFKDETGKDRVQSGSYLSTGWFTFILAMDACYSIHVYGMINETYCKTEGYRKVPYHYYEQGKDECNEYLLHEHAPYGGHRFITEKKVFAKWAKKHRIVFTHP.... Result: 1 (interaction). (7) The miRNA is mmu-miR-709 with sequence GGAGGCAGAGGCAGGAGGA. The protein sequence of the target gene is MEELIVELRLFLELLDHEYLTSTVREKKAVLTNILLRLQSSKGFEVKDHAQKAEANNLPAPPQMPLPEIPQPWLPPDSGPPPLPTSSLPEGYYEEAVPLSPGKAPEYITSNYDSDAMSSSYESYDEEEEDGKGKKTRHQWPSEEASMDLVKDAKICAFLLRKKRFGQWTKLLCVIKDTKLLCYKSSKDQQPQMELPLQGCSITYIPRDSKKKKHELKITQQGTDPLVLAVQSKEQAEQWLKVIKEAYSGCSGPVDPECSPPPSTSAPVNKAELEKKLSSERPSSDGEGGVENGVTTCNGK.... Result: 1 (interaction). (8) The miRNA is hsa-miR-371b-5p with sequence ACUCAAAAGAUGGCGGCACUUU. The protein sequence of the target gene is MAQISSNSGFKECPSSHPEPTRAKDVDKEEALQMEAEALAKLQKDRQVTDNQRGFELSSSTRKKAQVYNKQDYDLMVFPESDSQKRALDIDVEKLTQAELEKLLLDDSFETKKTPVLPVTPILSPSFSAQLYFRPTIQRGQWPPGLPGPSTYALPSIYPSTYSKQAAFQNGFNPRMPTFPSTEPIYLSLPGQSPYFSYPLTPATPFHPQGSLPIYRPVVSTDMAKLFDKIASTSEFLKNGKARTDLEITDSKVSNLQVSPKSEDISKFDWLDLDPLSKPKVDNVEVLDHEEEKNVSSLLA.... Result: 1 (interaction). (9) The miRNA is hsa-miR-4281 with sequence GGGUCCCGGGGAGGGGGG. The protein sequence of the target gene is MSDFVESEAEESEEEYNDEGEVVPRVTKKFVEEEDDDEEEEEENLDDQDEQGNLKGFINDDDDEDEGEEDEGSDSGDSEDDVGHKKRKRTSFDDRLEDDDFDLIEENLGVKVKRGQKYRRVKKMSDDEDDDEEEYGKEEHEKEAIAEEIFQDGEGEEGQEAMEAPMAPPEEEEEDDEESDIDDFIVDDDGQPLKKPKWRKKLPGYTDAALQEAQEIFGVDFDYDEFEKYNEYDEELEEEYEYEDDEAEGEIRVRPKKTTKKRVSRRSIFEMYEPSELESSHLTDQDNEIRATDLPERFQL.... Result: 0 (no interaction). (10) The miRNA is hsa-miR-335-5p with sequence UCAAGAGCAAUAACGAAAAAUGU. The protein sequence of the target gene is MGGAVSAGEDNDDLIDNLKEAQYIRTERVEQAFRAIDRGDYYLEGYRDNAYKDLAWKHGNIHLSAPCIYSEVMEALKLQPGLSFLNLGSGTGYLSTMVGLILGPFGINHGIELHSDVVEYAKEKLESFIKNSDSFDKFEFCEPAFVVGNCLQIASDSHQYDRIYCGAGVQKDHENYMKILLKVGGILVMPIEDQLTQIMRTGQNTWESKNILAVSFAPLVQPSKNDNGKPDSVGLPPCAVRNLQDLARIYIRRTLRNFINDEMQAKGIPQRAPPKRKRKRVKQRINTYVFVGNQLIPQPL.... Result: 1 (interaction).